Predict which catalyst facilitates the given reaction. From a dataset of Catalyst prediction with 721,799 reactions and 888 catalyst types from USPTO. (1) Reactant: [C:1]1(=[O:8])[CH:6]=[CH:5][C:4](=[O:7])[CH:3]=[CH:2]1.[F:9][C:10]1[CH:15]=[CH:14][C:13]([S:16]([OH:18])=[O:17])=[CH:12][CH:11]=1. Product: [F:9][C:10]1[CH:15]=[CH:14][C:13]([S:16]([C:6]2[CH:5]=[C:4]([OH:7])[CH:3]=[CH:2][C:1]=2[OH:8])(=[O:18])=[O:17])=[CH:12][CH:11]=1. The catalyst class is: 88. (2) Reactant: [NH:1]1[C:9]2[C:4](=[CH:5][CH:6]=[CH:7][CH:8]=2)[CH2:3][C:2]1=[O:10].C[Si]([N-][Si](C)(C)C)(C)C.[Li+].[Br:21][C:22]1[C:23]2[CH:30]([C:31]3[CH:36]=[CH:35][CH:34]=[CH:33][CH:32]=3)[O:29][C:28](=O)[C:24]=2[CH:25]=[N:26][CH:27]=1.Cl. Product: [Br:21][C:22]1[C:23]2[CH:30]([C:31]3[CH:36]=[CH:35][CH:34]=[CH:33][CH:32]=3)[O:29][C:28](=[C:3]3[C:4]4[C:9](=[CH:8][CH:7]=[CH:6][CH:5]=4)[NH:1][C:2]3=[O:10])[C:24]=2[CH:25]=[N:26][CH:27]=1. The catalyst class is: 1. (3) Reactant: [CH:1]([C:3]1[C:4]([NH2:10])=[N:5][CH:6]=[C:7]([F:9])[CH:8]=1)=[CH2:2].Br[CH2:12][C:13](=O)[CH2:14][C@@H:15]1[CH2:20][CH2:19][CH2:18][CH2:17][N:16]1C(OC(C)(C)C)=O. Product: [CH:1]([C:3]1[C:4]2[N:5]([CH:12]=[C:13]([CH2:14][C@@H:15]3[CH2:20][CH2:19][CH2:18][CH2:17][NH:16]3)[N:10]=2)[CH:6]=[C:7]([F:9])[CH:8]=1)=[CH2:2]. The catalyst class is: 3. (4) Reactant: [C:1]([O:5][C:6]([N:8]1[CH2:16][C:15]2[C:10](=[CH:11][CH:12]=[C:13](I)[CH:14]=2)[CH2:9]1)=[O:7])([CH3:4])([CH3:3])[CH3:2].C([Sn](CCCC)(CCCC)[C:23]1[CH2:24][CH2:25][O:26][CH2:27][CH:28]=1)CCC.C1([As](C2C=CC=CC=2)C2C=CC=CC=2)C=CC=CC=1.[Cl-].[Li+].C(C1C(O)=C(C(C)(C)C)C=C(C)C=1)(C)(C)C. Product: [C:1]([O:5][C:6]([N:8]1[CH2:16][C:15]2[C:10](=[CH:11][CH:12]=[C:13]([C:23]3[CH2:28][CH2:27][O:26][CH2:25][CH:24]=3)[CH:14]=2)[CH2:9]1)=[O:7])([CH3:4])([CH3:3])[CH3:2]. The catalyst class is: 233. (5) Reactant: [NH2:1][CH2:2][CH2:3][NH:4][C:5]([NH:7][C:8]1[C:13]([Cl:14])=[CH:12][CH:11]=[CH:10][C:9]=1[Cl:15])=S.[OH-].[Na+]. Product: [Cl:15][C:9]1[CH:10]=[CH:11][CH:12]=[C:13]([Cl:14])[C:8]=1[N:7]=[C:5]1[NH:4][CH2:3][CH2:2][NH:1]1. The catalyst class is: 20.